Dataset: Reaction yield outcomes from USPTO patents with 853,638 reactions. Task: Predict the reaction yield, written as a fraction of the theoretical maximum amount of product (1.0 means a 100% yield; for example, 0.34 means a 34% yield). The reactants are [NH2:1][C:2]1[C:3]([C:7]([NH:9][CH:10]([CH3:12])[CH3:11])=[O:8])=[N:4][NH:5][CH:6]=1.[O:13]([CH2:20][C:21](O)=[O:22])[C:14]1[CH:19]=[CH:18][CH:17]=[CH:16][CH:15]=1.C(N=C=NC(C)C)(C)C.C1C=CC2N(O)N=NC=2C=1. The catalyst is ClCCl.CN(C=O)C. The product is [CH:10]([NH:9][C:7]([C:3]1[C:2]([NH:1][C:21](=[O:22])[CH2:20][O:13][C:14]2[CH:19]=[CH:18][CH:17]=[CH:16][CH:15]=2)=[CH:6][NH:5][N:4]=1)=[O:8])([CH3:12])[CH3:11]. The yield is 0.610.